Task: Regression. Given a target protein amino acid sequence and a drug SMILES string, predict the binding affinity score between them. We predict pKi (pKi = -log10(Ki in M); higher means stronger inhibition). Dataset: bindingdb_ki.. Dataset: Drug-target binding data from BindingDB using Ki measurements (1) The drug is CN[C@@H](C)C(=O)N[C@H](C(=O)N1CCC[C@H]1C(=O)Nc1snnc1-c1ccccc1)C1CCCCC1. The pKi is 7.8. The target protein (Q9UH92) has sequence MTEPGASPEDPWVKASPVGAHAGEGRAGRARARRGAGRRGASLLSPKSPTLSVPRGCREDSSHPACAKVEYAYSDNSLDPGLFVESTRKGSVVSRANSIGSTSASSVPNTDDEDSDYHQEAYKESYKDRRRRAHTQAEQKRRDAIKRGYDDLQTIVPTCQQQDFSIGSQKLSKAIVLQKTIDYIQFLHKEKKKQEEEVSTLRKDVTALKIMKVNYEQIVKAHQDNPHEGEDQVSDQVKFNVFQGIMDSLFQSFNASISVASFQELSACVFSWIEEHCKPQTLREIVIGVLHQLKNQLY. (2) The small molecule is O=C(Nc1ccc(Cl)c(C(F)(F)F)c1)[C@H]1CC=C[C@H]2CCN(Cc3ccccc3)C(=O)[C@@H]12. The target protein sequence is MDSPIQIFRGEPGPTCAPSACLPPNSSAWFPGWAEPDSNGSAGSEDAQLEPAHISPAIPVIITAVYSVVFVVGLVGNSLVMFVIIRYTKMKTATNIYIFNLALADALVTTTMPFQSTVYLMNSWPFGDVLCKIVISIDYYNMFTSIFTLTMMSVDRYIAVCHPVKALDFRTPLKAKIINICIWLLSSSVGISAIVLGGTKVREDVDVIECSLQFPDDDYSWWDLFAKICVFIFAFVIPVLIIIVCYTLMILRLKSVRLLSGSREKDRNLRRITRLVLVVVAVFVVCWTPIHIFILVEALGSTSHSTAALSSYYFCIALGYTNSSLNPILYAFLDENFKRCFRDFCFPLKMRMERQSTSRVRNTVQDPAYLRDIDGMNKPV. The pKi is 6.7. (3) The small molecule is Nc1ccc([C@H]2CC3CCC2N3)cn1. The target protein sequence is MPWCAEYLLWLFLCLDILHGACGISEPSYIAKSEDRLFKYLFQQQDYQRWVRPVEHLNDTVKVKFGLAITQLVDVDEKNQLMTTNVWLKQEWVDVKLRWDPNEFAGITSIRVPSDSIWIPDIVLYDNADGRFEGSVTKAVVRYDGTINWTPPANYKSSCTIDVTFFPFDLQNCSMKFGSWTYDGSQVDIILEDYHVDKRDFFDNGEWEIVNATGNKGNRTDGCCFYPYITYSFIIKRLPLFYTLFLIIPCIGLSFLTILVFYLPSNEGEKISLCTSVLVSLTVFLLVIEEIIPSSSKVIPLIGEYLVFTMIFVTLSIVLTVFAINIHNRSSATHNAMAPWVRKIFLHKLPKLLCMRSHVDRYFTRKDETGKVRGPESSRNTLEAALDSIRYITRHVMKEHEVQEVVEDWKFVAQVLDRMFLWTFLLVSVIGSLFLFIPVIHKWANIIVPVHIGNMYGDKNT. The pKi is 8.1.